Predict which catalyst facilitates the given reaction. From a dataset of Catalyst prediction with 721,799 reactions and 888 catalyst types from USPTO. (1) Reactant: [CH3:1][C:2]([NH:16][C:17](=[O:23])[O:18][C:19]([CH3:22])([CH3:21])[CH3:20])([CH3:15])[CH2:3][CH2:4][N:5]1[C:9]2[CH:10]=[CH:11][CH:12]=[CH:13][C:8]=2[NH:7][C:6]1=[O:14].[CH2:24](Cl)[C:25]1[CH:30]=[CH:29][CH:28]=[CH:27][CH:26]=1.CC(C)([O-])C.[K+]. Product: [CH2:24]([N:7]1[C:8]2[CH:13]=[CH:12][CH:11]=[CH:10][C:9]=2[N:5]([CH2:4][CH2:3][C:2]([NH:16][C:17](=[O:23])[O:18][C:19]([CH3:22])([CH3:21])[CH3:20])([CH3:1])[CH3:15])[C:6]1=[O:14])[C:25]1[CH:30]=[CH:29][CH:28]=[CH:27][CH:26]=1. The catalyst class is: 16. (2) Reactant: [C:1]([O:5][C:6]([NH:8][CH2:9][C:10]1[C:11]([C:25]2[CH:30]=[CH:29][C:28]([CH3:31])=[CH:27][CH:26]=2)=[C:12]([CH2:21][C:22](O)=[O:23])[C:13]([CH3:20])=[N:14][C:15]=1[CH2:16][CH:17]([CH3:19])[CH3:18])=[O:7])([CH3:4])([CH3:3])[CH3:2].Cl.[CH2:33]1[CH:38]2[CH2:39][NH:40][CH2:41][CH2:42][N:37]2[C:36](=[O:43])[CH2:35][O:34]1.F[P-](F)(F)(F)(F)F.N1(OC(N(C)C)=[N+](C)C)C2N=CC=CC=2N=N1.C(N(CC)CC)C. Product: [CH2:16]([C:15]1[C:10]([CH2:9][NH:8][C:6](=[O:7])[O:5][C:1]([CH3:4])([CH3:2])[CH3:3])=[C:11]([C:25]2[CH:26]=[CH:27][C:28]([CH3:31])=[CH:29][CH:30]=2)[C:12]([CH2:21][C:22](=[O:23])[N:40]2[CH2:41][CH2:42][N:37]3[CH:38]([CH2:33][O:34][CH2:35][C:36]3=[O:43])[CH2:39]2)=[C:13]([CH3:20])[N:14]=1)[CH:17]([CH3:18])[CH3:19]. The catalyst class is: 9. (3) Reactant: C([Mg]Br)C.C1C[O:8][CH2:7][CH2:6]1.I[C:11]1[N:18]2[C:14]([S:15][CH:16]=[CH:17]2)=[C:13]([S:19][CH3:20])[N:12]=1.C(Cl)(=O)C.[Cl-].[NH4+]. Product: [C:7]([C:11]1[N:18]2[C:14]([S:15][CH:16]=[CH:17]2)=[C:13]([S:19][CH3:20])[N:12]=1)(=[O:8])[CH3:6]. The catalyst class is: 56. (4) Reactant: FC(F)(F)C(O)=O.[CH3:8][O:9][C:10]([C:12]1[C:13]([C:31]2[CH:36]=[CH:35][C:34]([C:37]([O:39]C(C)(C)C)=[O:38])=[CH:33][CH:32]=2)=[CH:14][CH:15]=[C:16]([C:18]2[S:19][CH:20]=[C:21]([C:23]3[CH:28]=[CH:27][C:26]([Cl:29])=[C:25]([Cl:30])[CH:24]=3)[N:22]=2)[CH:17]=1)=[O:11]. Product: [CH3:8][O:9][C:10]([C:12]1[C:13]([C:31]2[CH:36]=[CH:35][C:34]([C:37]([OH:39])=[O:38])=[CH:33][CH:32]=2)=[CH:14][CH:15]=[C:16]([C:18]2[S:19][CH:20]=[C:21]([C:23]3[CH:28]=[CH:27][C:26]([Cl:29])=[C:25]([Cl:30])[CH:24]=3)[N:22]=2)[CH:17]=1)=[O:11]. The catalyst class is: 2. (5) The catalyst class is: 259. Reactant: [C:1]([C:4]1[N:9]=[C:8]([C:10](=O)[CH3:11])[CH:7]=[CH:6][CH:5]=1)(=[O:3])[CH3:2].[CH:13]([C:16]1[CH:21]=[CH:20][CH:19]=[C:18]([CH3:22])[C:17]=1[NH2:23])([CH3:15])[CH3:14].C1(C)C=CC(S(O)(=O)=O)=CC=1. Product: [CH:13]([C:16]1[CH:21]=[CH:20][CH:19]=[C:18]([CH3:22])[C:17]=1[N:23]=[C:10]([C:8]1[N:9]=[C:4]([C:1](=[O:3])[CH3:2])[CH:5]=[CH:6][CH:7]=1)[CH3:11])([CH3:15])[CH3:14]. (6) Reactant: [O:1]1[C:6]2[CH:7]=[CH:8][C:9]([N:11]3[CH2:15][CH:14]([CH2:16][CH2:17][NH:18][CH2:19][CH2:20][C:21]4[C:30]5[C:25](=[CH:26][CH:27]=[C:28]([O:31][CH3:32])[N:29]=5)[N:24]=[CH:23][CH:22]=4)[O:13][C:12]3=[O:33])=[CH:10][C:5]=2[O:4][CH2:3][CH2:2]1.CCN(C(C)C)C(C)C.Br[CH2:44][C:45]([O:47][C:48]([CH3:51])([CH3:50])[CH3:49])=[O:46].[Na+].[I-]. The catalyst class is: 1. Product: [C:48]([O:47][C:45](=[O:46])[CH2:44][N:18]([CH2:17][CH2:16][CH:14]1[O:13][C:12](=[O:33])[N:11]([C:9]2[CH:8]=[CH:7][C:6]3[O:1][CH2:2][CH2:3][O:4][C:5]=3[CH:10]=2)[CH2:15]1)[CH2:19][CH2:20][C:21]1[C:30]2[C:25](=[CH:26][CH:27]=[C:28]([O:31][CH3:32])[N:29]=2)[N:24]=[CH:23][CH:22]=1)([CH3:51])([CH3:50])[CH3:49].